From a dataset of Full USPTO retrosynthesis dataset with 1.9M reactions from patents (1976-2016). Predict the reactants needed to synthesize the given product. (1) Given the product [C:1]([O:5][C:6](=[O:17])[NH:7][C:8]1[CH:13]=[C:12]([Cl:14])[C:11]([CH3:15])=[CH:10][C:9]=1[NH:16][C:23](=[O:22])[CH2:24][C:25](=[O:38])[C:26]1[CH:31]=[CH:30][CH:29]=[C:28]([C:32]2[CH:37]=[N:36][CH:35]=[CH:34][N:33]=2)[CH:27]=1)([CH3:4])([CH3:2])[CH3:3], predict the reactants needed to synthesize it. The reactants are: [C:1]([O:5][C:6](=[O:17])[NH:7][C:8]1[CH:13]=[C:12]([Cl:14])[C:11]([CH3:15])=[CH:10][C:9]=1[NH2:16])([CH3:4])([CH3:3])[CH3:2].C([O:22][C:23](=O)[CH2:24][C:25](=[O:38])[C:26]1[CH:31]=[CH:30][CH:29]=[C:28]([C:32]2[CH:37]=[N:36][CH:35]=[CH:34][N:33]=2)[CH:27]=1)(C)(C)C. (2) Given the product [F:6][C:7]1[CH:8]=[CH:9][C:10]([C:13]2[C:14](=[O:24])[C:15]([C:19]([OH:21])=[O:20])=[CH:16][N:17]([CH2:2][CH2:3][O:4][CH3:5])[CH:18]=2)=[CH:11][CH:12]=1, predict the reactants needed to synthesize it. The reactants are: Br[CH2:2][CH2:3][O:4][CH3:5].[F:6][C:7]1[CH:12]=[CH:11][C:10]([C:13]2[C:14](=[O:24])[C:15]([C:19]([O:21]CC)=[O:20])=[CH:16][NH:17][CH:18]=2)=[CH:9][CH:8]=1.C(=O)([O-])[O-].[Cs+].[Cs+].[OH-].[Na+].Cl. (3) Given the product [N:2]12[CH2:9][CH2:8][CH:5]([CH2:6][CH2:7]1)[CH:4]([C:10]([O:12][CH:34]([C:29]1[CH:30]=[CH:31][CH:32]=[CH:33][C:28]=1[Cl:27])[C:36]1[CH:37]=[CH:38][C:39]([Cl:42])=[CH:40][CH:41]=1)=[O:11])[CH2:3]2, predict the reactants needed to synthesize it. The reactants are: Cl.[N:2]12[CH2:9][CH2:8][CH:5]([CH2:6][CH2:7]1)[CH:4]([C:10]([OH:12])=[O:11])[CH2:3]2.C(Cl)CCl.C1C=CC2N(O)N=NC=2C=1.[Cl:27][C:28]1[CH:33]=[CH:32][CH:31]=[CH:30][C:29]=1[CH:34]([C:36]1[CH:41]=[CH:40][C:39]([Cl:42])=[CH:38][CH:37]=1)O.C(N(CC)CC)C. (4) Given the product [NH2:1][C:2]1[N:10]=[CH:9][N:8]=[C:7]2[C:3]=1[N:4]=[C:5]([N:11]1[C:19]3[CH2:18][C:17]([CH3:20])([CH3:21])[CH2:16][C:15](=[O:22])[C:14]=3[C:13]([CH3:23])=[N:12]1)[N:6]2[CH2:31][CH2:32][CH:33]=[C:34]([CH3:36])[CH3:35], predict the reactants needed to synthesize it. The reactants are: [NH2:1][C:2]1[N:10]=[CH:9][N:8]=[C:7]2[C:3]=1[N:4]=[C:5]([N:11]1[C:19]3[CH2:18][C:17]([CH3:21])([CH3:20])[CH2:16][C:15](=[O:22])[C:14]=3[C:13]([CH3:23])=[N:12]1)[NH:6]2.C([O-])([O-])=O.[Cs+].[Cs+].Br[CH2:31][CH2:32][CH:33]=[C:34]([CH3:36])[CH3:35]. (5) Given the product [ClH:41].[ClH:41].[F:40][C:2]([F:1])([F:39])[C:3]1[CH:38]=[CH:37][C:6]([CH2:7][N:8]2[CH2:36][CH2:35][C:11]3[NH:12][C:13]4[CH:14]=[CH:15][C:16]([C:19]([NH:21][CH:22]5[CH2:27][CH2:26][NH:25][CH2:24][CH2:23]5)=[O:20])=[CH:17][C:18]=4[C:10]=3[CH2:9]2)=[CH:5][CH:4]=1, predict the reactants needed to synthesize it. The reactants are: [F:1][C:2]([F:40])([F:39])[C:3]1[CH:38]=[CH:37][C:6]([CH2:7][N:8]2[CH2:36][CH2:35][C:11]3[NH:12][C:13]4[CH:14]=[CH:15][C:16]([C:19]([NH:21][CH:22]5[CH2:27][CH2:26][N:25](C(OC(C)(C)C)=O)[CH2:24][CH2:23]5)=[O:20])=[CH:17][C:18]=4[C:10]=3[CH2:9]2)=[CH:5][CH:4]=1.[ClH:41].O1CCOCC1.